This data is from Reaction yield outcomes from USPTO patents with 853,638 reactions. The task is: Predict the reaction yield, written as a fraction of the theoretical maximum amount of product (1.0 means a 100% yield; for example, 0.34 means a 34% yield). (1) The reactants are [NH2:1][CH:2]([C:6]([OH:8])=[O:7])[CH:3]([CH3:5])[CH3:4].C(N(CC)CC)C.[CH2:16]([O:20][C:21]1[CH:26]=[CH:25][C:24]([S:27](Cl)(=[O:29])=[O:28])=[CH:23][CH:22]=1)[C:17]#[C:18][CH3:19]. The catalyst is C1COCC1.O.C(OCC)(=O)C. The product is [CH2:16]([O:20][C:21]1[CH:26]=[CH:25][C:24]([S:27]([NH:1][CH:2]([CH:3]([CH3:5])[CH3:4])[C:6]([OH:8])=[O:7])(=[O:29])=[O:28])=[CH:23][CH:22]=1)[C:17]#[C:18][CH3:19]. The yield is 0.280. (2) The reactants are [C:1]1([S:7][C:8]2[CH:9]=[C:10]([CH:14]3OCC[O:15]3)[CH:11]=[CH:12][CH:13]=2)[CH:6]=[CH:5][CH:4]=[CH:3][CH:2]=1.C(=O)(O)[O-].[Na+]. The catalyst is C(O)C.O.O1CCCC1.S(=O)(=O)(O)O. The product is [C:1]1([S:7][C:8]2[CH:9]=[C:10]([CH:11]=[CH:12][CH:13]=2)[CH:14]=[O:15])[CH:6]=[CH:5][CH:4]=[CH:3][CH:2]=1. The yield is 0.980.